From a dataset of Reaction yield outcomes from USPTO patents with 853,638 reactions. Predict the reaction yield, written as a fraction of the theoretical maximum amount of product (1.0 means a 100% yield; for example, 0.34 means a 34% yield). (1) The yield is 0.520. The product is [Br:1][C:2]1[N:3]=[C:4]2[CH:9]=[CH:10][N:8]([S:23]([C:20]3[CH:21]=[CH:22][C:17]([CH3:27])=[CH:18][CH:19]=3)(=[O:25])=[O:24])[C:5]2=[N:6][CH:7]=1. The reactants are [Br:1][C:2]1[N:3]=[C:4]([C:9]#[C:10][Si](C)(C)C)[C:5]([NH2:8])=[N:6][CH:7]=1.[H-].[Na+].[C:17]1([CH3:27])[CH:22]=[CH:21][C:20]([S:23](Cl)(=[O:25])=[O:24])=[CH:19][CH:18]=1. The catalyst is CN(C=O)C. (2) The reactants are Br[C:2]1[CH:3]=[C:4]([C:8](=[O:24])[C:9]([C:11]2[CH:16]=[CH:15][C:14]([O:17][CH:18]([F:20])[F:19])=[C:13]([CH:21]3[CH2:23][CH2:22]3)[CH:12]=2)=[O:10])[CH:5]=[CH:6][CH:7]=1.[CH:25]1(B(O)O)[CH2:27][CH2:26]1.P([O-])([O-])([O-])=O.[K+].[K+].[K+]. The catalyst is C1(C)C=CC=CC=1.O.C([O-])(=O)C.[Pd+2].C([O-])(=O)C. The product is [CH:21]1([C:13]2[CH:12]=[C:11]([C:9](=[O:10])[C:8]([C:4]3[CH:5]=[CH:6][CH:7]=[C:2]([CH:25]4[CH2:27][CH2:26]4)[CH:3]=3)=[O:24])[CH:16]=[CH:15][C:14]=2[O:17][CH:18]([F:20])[F:19])[CH2:23][CH2:22]1. The yield is 0.730. (3) The reactants are Br[C:2]1[CH:3]=[N:4][C:5]([NH:8][CH2:9][C:10]([C:13]2[CH:18]=[CH:17][C:16]([F:19])=[CH:15][CH:14]=2)([CH3:12])[CH3:11])=[N:6][CH:7]=1.[C:20]([C:22]1[CH:23]=[C:24](B(O)O)[CH:25]=[CH:26][C:27]=1[F:28])#[N:21].C(=O)([O-])[O-].[K+].[K+]. The catalyst is O1CCOCC1. The product is [F:28][C:27]1[CH:26]=[CH:25][C:24]([C:2]2[CH:3]=[N:4][C:5]([NH:8][CH2:9][C:10]([C:13]3[CH:18]=[CH:17][C:16]([F:19])=[CH:15][CH:14]=3)([CH3:12])[CH3:11])=[N:6][CH:7]=2)=[CH:23][C:22]=1[C:20]#[N:21]. The yield is 0.730. (4) The reactants are C(N(CC)CC)C.Cl.CN(C)CCCN=C=NCC.[NH2:20][CH2:21][C:22]([C:24]1[CH:29]=[CH:28][CH:27]=[C:26]([O:30][C:31]([F:34])([F:33])[F:32])[CH:25]=1)=[O:23].[C:35]([O:39][C:40]([N:42]1[CH2:47][CH2:46][CH:45]([C:48](O)=[O:49])[CH2:44][CH2:43]1)=[O:41])([CH3:38])([CH3:37])[CH3:36]. The catalyst is C(Cl)Cl. The product is [O:23]=[C:22]([C:24]1[CH:29]=[CH:28][CH:27]=[C:26]([O:30][C:31]([F:32])([F:33])[F:34])[CH:25]=1)[CH2:21][NH:20][C:48]([CH:45]1[CH2:46][CH2:47][N:42]([C:40]([O:39][C:35]([CH3:38])([CH3:37])[CH3:36])=[O:41])[CH2:43][CH2:44]1)=[O:49]. The yield is 0.570. (5) The reactants are [Br:1][C:2]1[CH:7]=[CH:6][C:5]([C:8]2[CH:12]=[C:11]([OH:13])[N:10]([C:14]3[CH:19]=[CH:18][CH:17]=[CH:16][N:15]=3)[N:9]=2)=[CH:4][CH:3]=1.[C:20](O[C:20]([O:22][C:23]([CH3:26])([CH3:25])[CH3:24])=[O:21])([O:22][C:23]([CH3:26])([CH3:25])[CH3:24])=[O:21]. The catalyst is C(Cl)Cl.CN(C)C1C=CN=CC=1. The product is [C:20](=[O:21])([O:22][C:23]([CH3:26])([CH3:25])[CH3:24])[O:13][C:11]1[N:10]([C:14]2[CH:19]=[CH:18][CH:17]=[CH:16][N:15]=2)[N:9]=[C:8]([C:5]2[CH:4]=[CH:3][C:2]([Br:1])=[CH:7][CH:6]=2)[CH:12]=1. The yield is 0.980. (6) The reactants are [Br:1][C:2]1[CH:3]=[C:4]([CH:7]=[CH:8][C:9]=1[OH:10])[CH:5]=[O:6].[H-].[Na+].Br[CH2:14][CH2:15][O:16][CH3:17]. The catalyst is CN(C=O)C.C(OCC)(=O)C. The product is [Br:1][C:2]1[CH:3]=[C:4]([CH:7]=[CH:8][C:9]=1[O:10][CH2:14][CH2:15][O:16][CH3:17])[CH:5]=[O:6]. The yield is 0.700.